This data is from Catalyst prediction with 721,799 reactions and 888 catalyst types from USPTO. The task is: Predict which catalyst facilitates the given reaction. Reactant: [NH2:1][C:2]1[N:7]=[CH:6][C:5](/[C:8](/SC)=[CH:9]\[C:10]([CH:12]2[CH:17]3[CH:13]2[CH2:14][CH:15]([O:18][Si:19]([C:32]([CH3:35])([CH3:34])[CH3:33])([C:26]2[CH:31]=[CH:30][CH:29]=[CH:28][CH:27]=2)[C:20]2[CH:25]=[CH:24][CH:23]=[CH:22][CH:21]=2)[CH2:16]3)=O)=[CH:4][C:3]=1[O:38][C:39]([F:42])([F:41])[F:40].O.[NH2:44][NH2:45].C(OCC)(=O)C. Product: [Si:19]([O:18][CH:15]1[CH2:14][CH:13]2[CH:17]([CH:12]2[C:10]2[NH:45][N:44]=[C:8]([C:5]3[CH:4]=[C:3]([O:38][C:39]([F:41])([F:42])[F:40])[C:2]([NH2:1])=[N:7][CH:6]=3)[CH:9]=2)[CH2:16]1)([C:32]([CH3:34])([CH3:33])[CH3:35])([C:20]1[CH:21]=[CH:22][CH:23]=[CH:24][CH:25]=1)[C:26]1[CH:27]=[CH:28][CH:29]=[CH:30][CH:31]=1. The catalyst class is: 8.